This data is from Catalyst prediction with 721,799 reactions and 888 catalyst types from USPTO. The task is: Predict which catalyst facilitates the given reaction. (1) Reactant: [Si](Cl)(C)(C)C.[OH:6][C:7]1[CH:8]=[CH:9][CH:10]=[C:11]2[C:16]=1[N:15]=[C:14]([C:17]([OH:19])=[O:18])[CH:13]=[CH:12]2.O.[C:21]([O-])(O)=O.[Na+]. Product: [CH3:21][O:18][C:17]([C:14]1[CH:13]=[CH:12][C:11]2[C:16](=[C:7]([OH:6])[CH:8]=[CH:9][CH:10]=2)[N:15]=1)=[O:19]. The catalyst class is: 5. (2) Reactant: [CH3:1][O:2][N:3]=[C:4]1[C:8]2[CH:9]=[CH:10][CH:11]=[CH:12][C:7]=2[O:6][C:5]1=[O:13].[NH3:14]. Product: [OH:6][C:7]1[CH:12]=[CH:11][CH:10]=[CH:9][C:8]=1[C:4](=[N:3][O:2][CH3:1])[C:5]([NH2:14])=[O:13]. The catalyst class is: 7. (3) Reactant: [CH3:1][C:2]1[CH:3]=[C:4]([CH:14]=[C:15]([CH3:17])[CH:16]=1)[O:5][CH2:6][CH2:7][CH2:8][C:9]([CH3:13])([CH3:12])[C:10]#[N:11].C1C(=O)N([Br:25])C(=O)C1. Product: [Br:25][C:16]1[C:15]([CH3:17])=[CH:14][C:4]([O:5][CH2:6][CH2:7][CH2:8][C:9]([CH3:12])([CH3:13])[C:10]#[N:11])=[CH:3][C:2]=1[CH3:1]. The catalyst class is: 2. (4) Reactant: Cl.[CH2:2]([S:9]([NH:12][C:13]1[C:14](=[O:28])[N:15]([CH2:20][C:21]([O:23]C(C)(C)C)=[O:22])[C:16]([CH3:19])=[CH:17][CH:18]=1)(=[O:11])=[O:10])[C:3]1[CH:8]=[CH:7][CH:6]=[CH:5][CH:4]=1. Product: [CH2:2]([S:9]([NH:12][C:13]1[C:14](=[O:28])[N:15]([CH2:20][C:21]([OH:23])=[O:22])[C:16]([CH3:19])=[CH:17][CH:18]=1)(=[O:11])=[O:10])[C:3]1[CH:8]=[CH:7][CH:6]=[CH:5][CH:4]=1. The catalyst class is: 413. (5) Reactant: [CH2:1]([O:8][CH2:9][C@@H:10]([C:22]([OH:24])=O)[NH:11][C:12]([O:14][CH2:15][C:16]1[CH:21]=[CH:20][CH:19]=[CH:18][CH:17]=1)=[O:13])[C:2]1[CH:7]=[CH:6][CH:5]=[CH:4][CH:3]=1.[C:25]([O:29][C:30](=[O:46])[NH:31][CH2:32][CH2:33][CH2:34][C@H:35]([NH:38][C:39]([O:41][C:42]([CH3:45])([CH3:44])[CH3:43])=[O:40])[CH2:36][NH2:37])([CH3:28])([CH3:27])[CH3:26].C(Cl)CCl.C1C=CC2N(O)N=NC=2C=1. Product: [CH2:15]([O:14][C:12](=[O:13])[NH:11][C@@H:10]([CH2:9][O:8][CH2:1][C:2]1[CH:3]=[CH:4][CH:5]=[CH:6][CH:7]=1)[C:22]([NH:37][CH2:36][C@@H:35]([NH:38][C:39]([O:41][C:42]([CH3:45])([CH3:44])[CH3:43])=[O:40])[CH2:34][CH2:33][CH2:32][NH:31][C:30]([O:29][C:25]([CH3:27])([CH3:28])[CH3:26])=[O:46])=[O:24])[C:16]1[CH:17]=[CH:18][CH:19]=[CH:20][CH:21]=1. The catalyst class is: 9.